Dataset: Peptide-MHC class II binding affinity with 134,281 pairs from IEDB. Task: Regression. Given a peptide amino acid sequence and an MHC pseudo amino acid sequence, predict their binding affinity value. This is MHC class II binding data. (1) The peptide sequence is VGNWQYFFPVIFSKASDSLQLVFGIELMEVD. The MHC is DRB1_0101 with pseudo-sequence DRB1_0101. The binding affinity (normalized) is 0.637. (2) The peptide sequence is IGEGKVTLRIRNVRF. The MHC is DRB1_0301 with pseudo-sequence DRB1_0301. The binding affinity (normalized) is 0.382. (3) The peptide sequence is NLKVKMAQEDFLLMY. The MHC is DRB1_0101 with pseudo-sequence DRB1_0101. The binding affinity (normalized) is 0.405. (4) The peptide sequence is DEVINIVIIVLIVIT. The MHC is DRB1_0101 with pseudo-sequence DRB1_0101. The binding affinity (normalized) is 0.213. (5) The peptide sequence is YANYRDIDLGRNEVV. The MHC is DRB1_0405 with pseudo-sequence DRB1_0405. The binding affinity (normalized) is 0.525.